Dataset: Full USPTO retrosynthesis dataset with 1.9M reactions from patents (1976-2016). Task: Predict the reactants needed to synthesize the given product. (1) Given the product [O:12]1[CH2:13][CH2:14][CH2:15][CH2:16][CH:11]1[O:10][CH2:6][CH2:7][C:8]#[C:9][Sn:21]([CH2:22][CH2:23][CH2:24][CH3:25])([CH2:26][CH2:27][CH2:28][CH3:29])[CH2:17][CH2:18][CH2:19][CH3:20], predict the reactants needed to synthesize it. The reactants are: C([Li])CCC.[CH2:6]([O:10][CH:11]1[CH2:16][CH2:15][CH2:14][CH2:13][O:12]1)[CH2:7][C:8]#[CH:9].[CH2:17]([Sn:21](Cl)([CH2:26][CH2:27][CH2:28][CH3:29])[CH2:22][CH2:23][CH2:24][CH3:25])[CH2:18][CH2:19][CH3:20]. (2) The reactants are: C([C:4]1[CH:5]=[C:6]2[C:11](=[C:12]([F:14])[CH:13]=1)[NH:10][C:9](=[O:15])[CH2:8][CH2:7]2)(=O)C.ClC1C=CC=[C:19]([C:23]([O:25]O)=[O:24])C=1. Given the product [C:23]([O:25][C:4]1[CH:5]=[C:6]2[C:11](=[C:12]([F:14])[CH:13]=1)[NH:10][C:9](=[O:15])[CH2:8][CH2:7]2)(=[O:24])[CH3:19], predict the reactants needed to synthesize it. (3) The reactants are: [O:1]=[C:2]1[C:10]2[CH2:9][CH2:8][CH2:7][CH2:6][C:5]=2[N:4]([CH2:11][C:12]([O:14]C(C)(C)C)=[O:13])[NH:3]1.C(O)(C(F)(F)F)=O. Given the product [O:1]=[C:2]1[C:10]2[CH2:9][CH2:8][CH2:7][CH2:6][C:5]=2[N:4]([CH2:11][C:12]([OH:14])=[O:13])[NH:3]1, predict the reactants needed to synthesize it. (4) Given the product [NH2:1][C:2]1[S:3][C@:4]2([C:19]([N:55]([O:57][CH3:58])[CH3:54])=[O:20])[C@H:6]([C@:7]([C:10]3[CH:15]=[C:14]([NH2:16])[CH:13]=[C:12]([F:17])[C:11]=3[F:18])([CH3:9])[N:8]=1)[CH2:5]2, predict the reactants needed to synthesize it. The reactants are: [NH2:1][C:2]1[S:3][C@:4]2([C:19](OC)=[O:20])[C@H:6]([C@:7]([C:10]3[CH:15]=[C:14]([NH2:16])[CH:13]=[C:12]([F:17])[C:11]=3[F:18])([CH3:9])[N:8]=1)[CH2:5]2.C(OC(=O)N(C1S[C@]2([C:54](=O)[N:55]([O:57][CH3:58])C)[C@H]([C@](C3C=CC=C(F)C=3F)(C)N=1)C2)COCC[Si](C)(C)C)(C)(C)C. (5) Given the product [C:1]([NH:4][S:5]([C:8]1[CH:13]=[CH:12][CH:11]=[CH:10][C:9]=1[C:14]1[CH:19]=[CH:18][C:17]([CH2:20][N:21]2[C:25]([CH2:26][CH2:27][CH3:28])=[CH:24][C:23]([C:35]([NH:70][C@H:71]([CH2:77][C:78]3[CH:83]=[CH:82][CH:81]=[CH:80][CH:79]=3)[C@@H:72]([OH:76])[C:73]([OH:75])=[O:74])=[O:39])=[N:22]2)=[CH:16][CH:15]=1)(=[O:6])=[O:7])(=[O:3])[CH3:2], predict the reactants needed to synthesize it. The reactants are: [C:1]([NH:4][S:5]([C:8]1[CH:13]=[CH:12][CH:11]=[CH:10][C:9]=1[C:14]1[CH:19]=[CH:18][C:17]([CH2:20][N:21]2[C:25]([CH2:26][CH2:27][CH3:28])=[CH:24][C:23](C(O)=O)=[N:22]2)=[CH:16][CH:15]=1)(=[O:7])=[O:6])(=[O:3])[CH3:2].CN([C:35]([O:39]N1N=NC2C=CC=NC1=2)=[N+](C)C)C.F[P-](F)(F)(F)(F)F.CCN(C(C)C)C(C)C.CN(C=O)C.[NH2:70][C@H:71]([CH2:77][C:78]1[CH:83]=[CH:82][CH:81]=[CH:80][CH:79]=1)[C@@H:72]([OH:76])[C:73]([OH:75])=[O:74]. (6) Given the product [CH3:1][O:2][C:3](=[O:17])[CH2:4][CH:5]1[CH2:6][CH:7]([NH:9][C:10]([O:12][C:13]([CH3:15])([CH3:14])[CH3:16])=[O:11])[CH2:8]1, predict the reactants needed to synthesize it. The reactants are: [CH3:1][O:2][C:3](=[O:17])[CH:4]=[C:5]1[CH2:8][CH:7]([NH:9][C:10]([O:12][C:13]([CH3:16])([CH3:15])[CH3:14])=[O:11])[CH2:6]1.